From a dataset of CYP1A2 inhibition data for predicting drug metabolism from PubChem BioAssay. Regression/Classification. Given a drug SMILES string, predict its absorption, distribution, metabolism, or excretion properties. Task type varies by dataset: regression for continuous measurements (e.g., permeability, clearance, half-life) or binary classification for categorical outcomes (e.g., BBB penetration, CYP inhibition). Dataset: cyp1a2_veith. The molecule is O=c1c(-c2nnc(SCc3ccc(Cl)c(Cl)c3)o2)cccn1Cc1ccccc1. The result is 0 (non-inhibitor).